This data is from Catalyst prediction with 721,799 reactions and 888 catalyst types from USPTO. The task is: Predict which catalyst facilitates the given reaction. (1) Reactant: [CH3:1][C@H:2]([OH:5])[CH2:3][CH3:4].[H-].[Na+].Cl[C:9]1[CH:10]=[CH:11][C:12]2[CH2:13][N:14]([C:20]([O:22][C:23]([CH3:26])([CH3:25])[CH3:24])=[O:21])[CH2:15][CH2:16][O:17][C:18]=2[N:19]=1.O. Product: [CH3:1][C@H:2]([O:5][C:9]1[CH:10]=[CH:11][C:12]2[CH2:13][N:14]([C:20]([O:22][C:23]([CH3:26])([CH3:25])[CH3:24])=[O:21])[CH2:15][CH2:16][O:17][C:18]=2[N:19]=1)[CH2:3][CH3:4]. The catalyst class is: 733. (2) Reactant: Cl[CH:2]([CH2:5][N:6]1[C:14](=[O:15])[C:13]2[C:8](=[CH:9][CH:10]=[CH:11][CH:12]=2)[C:7]1=[O:16])[CH:3]=O.[C:17]([NH:20][C:21]([NH2:23])=[S:22])(=[NH:19])[NH2:18]. Product: [O:16]=[C:7]1[C:8]2[C:13](=[CH:12][CH:11]=[CH:10][CH:9]=2)[C:14](=[O:15])[N:6]1[CH2:5][C:2]1[S:22][C:21]([NH:20][C:17]([NH2:19])=[NH:18])=[N:23][CH:3]=1. The catalyst class is: 51. (3) Reactant: [CH:1]([S:4]([C:7]1[CH:13]=[CH:12][CH:11]=[CH:10][C:8]=1[NH2:9])(=[O:6])=[O:5])([CH3:3])[CH3:2].CN(C)C=O.[H-].[Na+].[Cl:21][C:22]1[N:31]=[C:30](Cl)[C:29]2[C:24](=[CH:25][CH:26]=[CH:27][CH:28]=2)[N:23]=1. Product: [Cl:21][C:22]1[N:31]=[C:30]([NH:9][C:8]2[CH:10]=[CH:11][CH:12]=[CH:13][C:7]=2[S:4]([CH:1]([CH3:3])[CH3:2])(=[O:6])=[O:5])[C:29]2[C:24](=[CH:25][CH:26]=[CH:27][CH:28]=2)[N:23]=1. The catalyst class is: 6. (4) Reactant: [C:1]([O:5][C:6]([N:8]1[CH2:13][CH2:12][CH2:11][C@H:10]([NH2:14])[C@@H:9]1[C:15]1[CH:20]=[CH:19][CH:18]=[CH:17][CH:16]=1)=[O:7])([CH3:4])([CH3:3])[CH3:2].[CH3:21][O:22][C:23]1[CH:31]=[C:30]2[C:26]([CH:27]([C:32]([F:35])([F:34])[F:33])[O:28][CH2:29]2)=[CH:25][C:24]=1[CH:36]=O.C(O[BH-](OC(=O)C)OC(=O)C)(=O)C.[Na+].C(=O)(O)[O-].[Na+]. Product: [C:1]([O:5][C:6]([N:8]1[CH2:13][CH2:12][CH2:11][C@H:10]([NH:14][CH2:36][C:24]2[CH:25]=[C:26]3[C:30](=[CH:31][C:23]=2[O:22][CH3:21])[CH2:29][O:28][CH:27]3[C:32]([F:35])([F:33])[F:34])[C@@H:9]1[C:15]1[CH:20]=[CH:19][CH:18]=[CH:17][CH:16]=1)=[O:7])([CH3:4])([CH3:2])[CH3:3]. The catalyst class is: 4.